Dataset: Reaction yield outcomes from USPTO patents with 853,638 reactions. Task: Predict the reaction yield, written as a fraction of the theoretical maximum amount of product (1.0 means a 100% yield; for example, 0.34 means a 34% yield). (1) The reactants are [Cl-].O[NH3+:3].[C:4](=[O:7])([O-:6])O.[Na+].CS(C)=O.[CH2:13]([C:17]1[N:18]=[C:19]([CH3:45])[N:20]([CH2:39][C:40]([O:42][CH2:43][CH3:44])=[O:41])[C:21](=[O:38])[C:22]=1[CH2:23][C:24]1[CH:29]=[CH:28][C:27]([C:30]2[CH:35]=[CH:34][CH:33]=[CH:32][C:31]=2[C:36]#[N:37])=[CH:26][CH:25]=1)[CH2:14][CH2:15][CH3:16]. The catalyst is C(OCC)(=O)C. The product is [CH2:13]([C:17]1[N:18]=[C:19]([CH3:45])[N:20]([CH2:39][C:40]([O:42][CH2:43][CH3:44])=[O:41])[C:21](=[O:38])[C:22]=1[CH2:23][C:24]1[CH:29]=[CH:28][C:27]([C:30]2[CH:35]=[CH:34][CH:33]=[CH:32][C:31]=2[C:36]2[NH:3][C:4](=[O:7])[O:6][N:37]=2)=[CH:26][CH:25]=1)[CH2:14][CH2:15][CH3:16]. The yield is 0.510. (2) The reactants are C[O:2][C:3]1[CH:8]=[CH:7][C:6]([C:9]([F:12])([F:11])[F:10])=[CH:5][C:4]=1[C:13](=[O:15])[CH3:14].B(Br)(Br)Br. The catalyst is ClCCl.[I-].C([N+](CCCC)(CCCC)CCCC)CCC. The product is [OH:2][C:3]1[CH:8]=[CH:7][C:6]([C:9]([F:10])([F:11])[F:12])=[CH:5][C:4]=1[C:13](=[O:15])[CH3:14]. The yield is 0.350. (3) The reactants are [NH2:1][CH:2]1[C:8]2=[N:9][C:10]([C:14]3[CH:19]=[CH:18][N:17]=[CH:16][N:15]=3)=[CH:11][C:12](=[O:13])[N:7]2[CH2:6][CH2:5][O:4][CH2:3]1.[C:20]([O:24][C:25]([N:27]1[CH2:36][CH2:35][C:34]2[C:29](=[CH:30][C:31]([C:37](O)=[O:38])=[CH:32][CH:33]=2)[CH2:28]1)=[O:26])([CH3:23])([CH3:22])[CH3:21].C(P(=O)(OCC)OCC)#N.C(N(CC)CC)C. The catalyst is CN(C)C=O.C(OCC)(=O)C.O. The product is [C:20]([O:24][C:25]([N:27]1[CH2:36][CH2:35][C:34]2[C:29](=[CH:30][C:31]([C:37](=[O:38])[NH:1][CH:2]3[C:8]4=[N:9][C:10]([C:14]5[CH:19]=[CH:18][N:17]=[CH:16][N:15]=5)=[CH:11][C:12](=[O:13])[N:7]4[CH2:6][CH2:5][O:4][CH2:3]3)=[CH:32][CH:33]=2)[CH2:28]1)=[O:26])([CH3:23])([CH3:21])[CH3:22]. The yield is 0.380. (4) The reactants are Cl[CH2:2][CH2:3][CH2:4][CH2:5][N:6]1[C:10]2[CH:11]=[CH:12][CH:13]=[CH:14][C:9]=2[N:8]=[N:7]1.[N:15]1[C:24]2[C:19](=[CH:20][CH:21]=[CH:22][CH:23]=2)[N:18]=[CH:17][C:16]=1[CH:25]1[CH2:30][CH2:29][NH:28][CH2:27][CH2:26]1.C(N(C(C)C)CC)(C)C.[I-].[K+]. The catalyst is C(#N)C. The product is [N:6]1([CH2:5][CH2:4][CH2:3][CH2:2][N:28]2[CH2:27][CH2:26][CH:25]([C:16]3[CH:17]=[N:18][C:19]4[C:24](=[CH:23][CH:22]=[CH:21][CH:20]=4)[N:15]=3)[CH2:30][CH2:29]2)[C:10]2[CH:11]=[CH:12][CH:13]=[CH:14][C:9]=2[N:8]=[N:7]1. The yield is 0.627. (5) The reactants are [NH2:1][CH:2]1[CH2:6][CH2:5][N:4]([CH3:7])[C:3]1=[O:8].[Br:9][C:10]1[CH:15]=[CH:14][N:13]=[C:12]([CH:16]=O)[C:11]=1[CH3:18].[CH:19]([S:21]([C:24]1[CH:29]=[CH:28][CH:27]=[CH:26][CH:25]=1)(=[O:23])=[O:22])=[CH2:20].[O-]S(C(F)(F)F)(=O)=O.[Ca+2].[O-]S(C(F)(F)F)(=O)=O.C(N(CC)CC)C. The catalyst is CO. The product is [C:24]1([S:21]([CH:19]2[CH:16]([C:12]3[C:11]([CH3:18])=[C:10]([Br:9])[CH:15]=[CH:14][N:13]=3)[NH:1][C:2]3([CH2:6][CH2:5][N:4]([CH3:7])[C:3]3=[O:8])[CH2:20]2)(=[O:23])=[O:22])[CH:29]=[CH:28][CH:27]=[CH:26][CH:25]=1. The yield is 0.265.